The task is: Predict the product of the given reaction.. This data is from Forward reaction prediction with 1.9M reactions from USPTO patents (1976-2016). Given the reactants Br[C:2]1[CH:3]=[C:4]([CH:9]=[CH:10][C:11]=1[CH2:12][NH:13][CH:14]([C:17]1[CH:22]=[CH:21][CH:20]=[CH:19][C:18]=1[C:23]([F:26])([F:25])[F:24])[CH2:15][OH:16])[C:5]([O:7][CH3:8])=[O:6].C([O-])([O-])=O.[K+].[K+], predict the reaction product. The product is: [F:24][C:23]([F:26])([F:25])[C:18]1[CH:19]=[CH:20][CH:21]=[CH:22][C:17]=1[CH:14]1[NH:13][CH2:12][C:11]2[CH:10]=[CH:9][C:4]([C:5]([O:7][CH3:8])=[O:6])=[CH:3][C:2]=2[O:16][CH2:15]1.